This data is from Reaction yield outcomes from USPTO patents with 853,638 reactions. The task is: Predict the reaction yield, written as a fraction of the theoretical maximum amount of product (1.0 means a 100% yield; for example, 0.34 means a 34% yield). The reactants are [NH2:1][CH:2]([CH2:13][C:14]1[CH:19]=[CH:18][C:17]([C:20]([F:23])([F:22])[F:21])=[CH:16][CH:15]=1)[CH:3]([C:5]1[CH:10]=[CH:9][C:8]([O:11][CH3:12])=[CH:7][CH:6]=1)[OH:4].[F:24][C:25]1[C:34]2[C:29](=[CH:30][CH:31]=[CH:32][CH:33]=2)[C:28]([C:35](O)=[O:36])=[CH:27][CH:26]=1.Cl.C(N=C=NCCCN(C)C)C.ON1C2C=CC=CC=2N=N1. The catalyst is C(#N)C.O. The product is [F:24][C:25]1[C:34]2[C:29](=[CH:30][CH:31]=[CH:32][CH:33]=2)[C:28]([C:35]([NH:1][CH:2]([CH2:13][C:14]2[CH:19]=[CH:18][C:17]([C:20]([F:21])([F:22])[F:23])=[CH:16][CH:15]=2)[CH:3]([OH:4])[C:5]2[CH:6]=[CH:7][C:8]([O:11][CH3:12])=[CH:9][CH:10]=2)=[O:36])=[CH:27][CH:26]=1. The yield is 0.810.